This data is from Full USPTO retrosynthesis dataset with 1.9M reactions from patents (1976-2016). The task is: Predict the reactants needed to synthesize the given product. (1) Given the product [CH3:17][C:16]1[CH:15]=[CH:14][N:13]=[C:12]2[N:24]([CH:21]3[CH2:23][CH2:22]3)[C:2]3[N:3]=[CH:4][CH:5]=[CH:6][C:7]=3[C:8](=[O:9])[NH:10][C:11]=12, predict the reactants needed to synthesize it. The reactants are: Cl[C:2]1[C:7]([C:8]([NH:10][C:11]2[C:12](Cl)=[N:13][CH:14]=[CH:15][C:16]=2[CH3:17])=[O:9])=[CH:6][CH:5]=[CH:4][N:3]=1.[O-2].[Ca+2].[CH:21]1([NH2:24])[CH2:23][CH2:22]1.[H-].[Na+]. (2) The reactants are: CS[C:3]1[CH:8]=[CH:7][C:6]([C:9]2[CH2:14][O:13][C:11](=[O:12])[C:10]=2[C:15]2[CH:20]=[CH:19][CH:18]=[CH:17][CH:16]=2)=[CH:5][CH:4]=1.O[O:22][S:23]([O-:25])=O.[K+].S([O-])(O[O-])(=O)=O.[K+].[K+].[CH3:35]C(C)=O. Given the product [CH3:35][S:23]([C:3]1[CH:4]=[CH:5][C:6]([C:9]2[CH2:14][O:13][C:11](=[O:12])[C:10]=2[C:15]2[CH:20]=[CH:19][CH:18]=[CH:17][CH:16]=2)=[CH:7][CH:8]=1)(=[O:25])=[O:22], predict the reactants needed to synthesize it. (3) Given the product [C:1]([O:5][C:6]([N:8]1[CH2:13][CH2:12][CH:11]([C:14]2[CH:19]=[CH:18][CH:17]=[C:16]([NH:20][C:21](=[O:23])[CH3:22])[CH:15]=2)[CH2:10][CH2:9]1)=[O:7])([CH3:4])([CH3:2])[CH3:3], predict the reactants needed to synthesize it. The reactants are: [C:1]([O:5][C:6]([N:8]1[CH2:13][CH2:12][CH:11]([C:14]2[CH:19]=[CH:18][CH:17]=[C:16]([NH2:20])[CH:15]=2)[CH2:10][CH2:9]1)=[O:7])([CH3:4])([CH3:3])[CH3:2].[C:21](OC(=O)C)(=[O:23])[CH3:22].C([O-])(O)=O.[Na+]. (4) Given the product [CH3:14][O:15][C:16]1[CH:17]=[C:18]([CH:19]=[CH:20][C:21]=1[O:22][CH3:23])[O:1][CH:2]([C:6]1[CH:7]=[CH:8][C:9]([C:10]#[N:11])=[CH:12][CH:13]=1)[CH2:3][CH:4]=[CH2:5], predict the reactants needed to synthesize it. The reactants are: [OH:1][CH:2]([C:6]1[CH:13]=[CH:12][C:9]([C:10]#[N:11])=[CH:8][CH:7]=1)[CH2:3][CH:4]=[CH2:5].[CH3:14][O:15][C:16]1[CH:17]=[C:18](O)[CH:19]=[CH:20][C:21]=1[O:22][CH3:23].C(P(CCCC)CCCC)CCC.N(C(N1CCCCC1)=O)=NC(N1CCCCC1)=O. (5) Given the product [CH:24]1([CH:15]2[C:16]3[C:21](=[CH:20][CH:19]=[CH:18][CH:17]=3)[CH2:22][CH2:23][N:14]2[C:10](=[O:13])[CH2:11][CH2:12][N:6]([CH2:1][CH2:2][CH:3]([CH3:5])[CH3:4])[CH2:7][CH2:8][OH:9])[CH2:25][CH2:26][CH2:27][CH2:28][CH2:29]1, predict the reactants needed to synthesize it. The reactants are: [CH2:1]([NH:6][CH2:7][CH2:8][OH:9])[CH2:2][CH:3]([CH3:5])[CH3:4].[C:10]([N:14]1[CH2:23][CH2:22][C:21]2[C:16](=[CH:17][CH:18]=[CH:19][CH:20]=2)[CH:15]1[CH:24]1[CH2:29][CH2:28][CH2:27][CH2:26][CH2:25]1)(=[O:13])[CH:11]=[CH2:12]. (6) Given the product [CH3:1][O:2][CH2:3][CH2:4][CH2:5][CH2:6][C@@H:7]1[NH:8][CH2:9][CH2:10][N:11]([C:17]2[C:16]3[CH:15]=[C:14]([CH3:13])[S:23][C:22]=3[NH:21][C:20]3[CH:24]=[CH:25][CH:26]=[CH:27][C:19]=3[N:18]=2)[CH2:12]1, predict the reactants needed to synthesize it. The reactants are: [CH3:1][O:2][CH2:3][CH2:4][CH2:5][CH2:6][C@H:7]1[CH2:12][NH:11][CH2:10][CH2:9][NH:8]1.[CH3:13][C:14]1[S:23][C:22]2[NH:21][C:20]3[CH:24]=[CH:25][CH:26]=[CH:27][C:19]=3[N:18]=[C:17](N)[C:16]=2[CH:15]=1. (7) The reactants are: [F:1][C:2]1[CH:7]=[C:6]([F:8])[CH:5]=[CH:4][C:3]=1[S:9](/[CH:12]=[CH:13]/[C:14]1[C:15]([NH:23][C:24]2[CH:28]=[CH:27][N:26]([CH3:29])[N:25]=2)=[N:16][C:17](S(C)=O)=[N:18][CH:19]=1)(=[O:11])=[O:10].[NH:30]1[C:38]2[C:33](=[CH:34][C:35]([NH2:39])=[CH:36][CH:37]=2)[CH:32]=[CH:31]1. Given the product [F:1][C:2]1[CH:7]=[C:6]([F:8])[CH:5]=[CH:4][C:3]=1[S:9](/[CH:12]=[CH:13]/[C:14]1[C:15]([NH:23][C:24]2[CH:28]=[CH:27][N:26]([CH3:29])[N:25]=2)=[N:16][C:17]([NH:39][C:35]2[CH:34]=[C:33]3[C:38](=[CH:37][CH:36]=2)[NH:30][CH:31]=[CH:32]3)=[N:18][CH:19]=1)(=[O:11])=[O:10], predict the reactants needed to synthesize it. (8) Given the product [Cl:1][C:2]1[CH:9]=[CH:8][C:5]([C:6](=[O:7])[CH:6]([C:5]2[CH:8]=[CH:9][C:2]([Cl:1])=[CH:3][CH:4]=2)[OH:7])=[CH:4][CH:3]=1, predict the reactants needed to synthesize it. The reactants are: [Cl:1][C:2]1[CH:9]=[CH:8][C:5]([CH:6]=[O:7])=[CH:4][CH:3]=1.[C-]#N.[Na+]. (9) Given the product [F:14][C:13]([F:16])([F:15])[C:11]([C:7]1[C:6]2[C:10](=[C:2]([Cl:1])[CH:3]=[CH:4][CH:5]=2)[NH:9][CH:8]=1)=[O:12], predict the reactants needed to synthesize it. The reactants are: [Cl:1][C:2]1[CH:3]=[CH:4][CH:5]=[C:6]2[C:10]=1[NH:9][CH:8]=[CH:7]2.[C:11](O[C:11]([C:13]([F:16])([F:15])[F:14])=[O:12])([C:13]([F:16])([F:15])[F:14])=[O:12].C(=O)(O)[O-].[Na+]. (10) The reactants are: [F:1][C:2]1[CH:41]=[CH:40][C:39]([F:42])=[CH:38][C:3]=1[CH2:4][N:5]1[CH:9]=[C:8]([C:10]2[C:18]3[C:13](=[N:14][CH:15]=[C:16]([C:19]4[CH:20]=[C:21]([N:25]5[CH2:30][CH2:29][N:28](C(OC(C)(C)C)=O)[CH2:27][CH2:26]5)[CH:22]=[CH:23][CH:24]=4)[CH:17]=3)[NH:12][CH:11]=2)[CH:7]=[N:6]1.Cl.CCOCC. Given the product [F:1][C:2]1[CH:41]=[CH:40][C:39]([F:42])=[CH:38][C:3]=1[CH2:4][N:5]1[CH:9]=[C:8]([C:10]2[C:18]3[C:13](=[N:14][CH:15]=[C:16]([C:19]4[CH:24]=[CH:23][CH:22]=[C:21]([N:25]5[CH2:26][CH2:27][NH:28][CH2:29][CH2:30]5)[CH:20]=4)[CH:17]=3)[NH:12][CH:11]=2)[CH:7]=[N:6]1, predict the reactants needed to synthesize it.